The task is: Predict the product of the given reaction.. This data is from Forward reaction prediction with 1.9M reactions from USPTO patents (1976-2016). (1) Given the reactants C([O:14][C:15]([C:17]1([O:20]/[N:21]=[C:22](/[C:51]2[N:52]=[C:53]([NH:56]C(OC(C)(C)C)=O)[S:54][CH:55]=2)\[C:23]([NH:25][C@@H:26]2[C:29](=[O:30])[N:28]([S:31]([OH:34])(=[O:33])=[O:32])[C@@H:27]2[CH2:35][N:36]2[N:40]=[C:39]([CH2:41][NH:42]C(OC(C)(C)C)=O)[C:38]([CH3:50])=[N:37]2)=[O:24])[CH2:19][CH2:18]1)=[O:16])(C1C=CC=CC=1)C1C=CC=CC=1.C1(OC)C=CC=CC=1.C(O)(C(F)(F)F)=O, predict the reaction product. The product is: [NH2:42][CH2:41][C:39]1[C:38]([CH3:50])=[N:37][N:36]([CH2:35][C@@H:27]2[C@H:26]([NH:25][C:23](=[O:24])/[C:22](=[N:21]\[O:20][C:17]3([C:15]([OH:16])=[O:14])[CH2:19][CH2:18]3)/[C:51]3[N:52]=[C:53]([NH2:56])[S:54][CH:55]=3)[C:29](=[O:30])[N:28]2[S:31]([OH:34])(=[O:32])=[O:33])[N:40]=1. (2) Given the reactants [F:1][C:2]1[CH:30]=[C:29]([F:31])[C:28]([F:32])=[CH:27][C:3]=1[CH2:4][C@@H:5]([NH:23][C:24](=[O:26])[CH3:25])[CH2:6][C:7]1[N:11]2[CH:12]=[CH:13][C:14]3[N:15]([N:16]=[C:17]([C:19]([F:22])([F:21])[F:20])[N:18]=3)[C:10]2=[N:9][N:8]=1.[H][H], predict the reaction product. The product is: [F:1][C:2]1[CH:30]=[C:29]([F:31])[C:28]([F:32])=[CH:27][C:3]=1[CH2:4][C@@H:5]([NH:23][C:24](=[O:26])[CH3:25])[CH2:6][C:7]1[N:11]2[CH2:12][CH2:13][C:14]3[N:15]([N:16]=[C:17]([C:19]([F:22])([F:21])[F:20])[N:18]=3)[C:10]2=[N:9][N:8]=1. (3) Given the reactants C(OC(=O)[NH:7][C@@H:8]1[C:14](=[O:15])[NH:13][C:12]2[CH:16]=[CH:17][C:18]([B:20]3[O:24][C:23]([CH3:26])([CH3:25])[C:22]([CH3:28])([CH3:27])[O:21]3)=[CH:19][C:11]=2[CH2:10][CH2:9]1)(C)(C)C.Cl, predict the reaction product. The product is: [NH2:7][C@@H:8]1[C:14](=[O:15])[NH:13][C:12]2[CH:16]=[CH:17][C:18]([B:20]3[O:24][C:23]([CH3:26])([CH3:25])[C:22]([CH3:28])([CH3:27])[O:21]3)=[CH:19][C:11]=2[CH2:10][CH2:9]1.